From a dataset of Full USPTO retrosynthesis dataset with 1.9M reactions from patents (1976-2016). Predict the reactants needed to synthesize the given product. (1) The reactants are: [C:1]([O:5][C@@H:6]([C:11]1[C:40]([CH3:41])=[CH:39][C:38]2=[N:42][C:35]3=[CH:36][N:37]2[C:12]=1[N:13]1[CH2:48][CH2:47][C:16]([CH3:49])([O:17][CH2:18][CH:19]=[CH:20][CH2:21][C@H:22]([CH3:46])[O:23][C:24]2[CH:25]=[C:26]([CH3:45])[CH:27]=[C:28]([F:44])[C:29]=2[C:30]2[CH:43]=[C:34]3[CH:33]=[CH:32][CH:31]=2)[CH2:15][CH2:14]1)[C:7]([O:9][CH3:10])=[O:8])([CH3:4])([CH3:3])[CH3:2].C(O[C@@H](C1C(C)=CC2=NC3=CN2C=1N1CCC(C)(OCCCC[C@H](C)OC2C=C(F)C=CC=2C2C=C3C=CC=2)CC1)C(OC)=O)(C)(C)C. Given the product [C:1]([O:5][C@@H:6]([C:11]1[C:40]([CH3:41])=[CH:39][C:38]2=[N:42][C:35]3=[CH:36][N:37]2[C:12]=1[N:13]1[CH2:48][CH2:47][C:16]([CH3:49])([O:17][CH2:18][CH2:19][CH2:20][CH2:21][C@H:22]([CH3:46])[O:23][C:24]2[CH:25]=[C:26]([CH3:45])[CH:27]=[C:28]([F:44])[C:29]=2[C:30]2[CH:43]=[C:34]3[CH:33]=[CH:32][CH:31]=2)[CH2:15][CH2:14]1)[C:7]([O:9][CH3:10])=[O:8])([CH3:4])([CH3:2])[CH3:3], predict the reactants needed to synthesize it. (2) Given the product [F:3][C:4]([F:22])([O:7][C:8]([F:20])([F:21])[C:9]([F:18])([F:19])[C:10]([F:16])([F:17])[O:11][C:12]([F:13])([F:14])[F:15])[C:5]([OH:27])=[O:6], predict the reactants needed to synthesize it. The reactants are: [K+].[Br-].[F:3][C:4]([F:22])([O:7][C:8]([F:21])([F:20])[C:9]([F:19])([F:18])[C:10]([F:17])([F:16])[O:11][C:12]([F:15])([F:14])[F:13])[CH2:5][OH:6].[O-]Cl.[Na+].S(=O)(=O)(O)[OH:27]. (3) Given the product [CH:42]1([N:41]([CH2:40][CH:37]2[CH2:38][CH2:39]2)[C:2]2[N:7]=[CH:6][N:5]=[C:4]([C:8]([NH:10][C:11]3[CH:16]=[CH:15][C:14]([S:17]([NH:20][CH2:21][CH2:22][CH2:23][C:24]([O:26][CH2:27][CH3:28])=[O:25])(=[O:19])=[O:18])=[CH:13][C:12]=3[CH3:29])=[O:9])[CH:3]=2)[CH2:43][CH2:44][CH2:45][CH2:46][CH2:47]1, predict the reactants needed to synthesize it. The reactants are: Cl[C:2]1[N:7]=[CH:6][N:5]=[C:4]([C:8]([NH:10][C:11]2[CH:16]=[CH:15][C:14]([S:17]([NH:20][CH2:21][CH2:22][CH2:23][C:24]([O:26][CH2:27][CH3:28])=[O:25])(=[O:19])=[O:18])=[CH:13][C:12]=2[CH3:29])=[O:9])[CH:3]=1.C(NC(C)C)(C)C.[CH:37]1([CH2:40][NH:41][CH:42]2[CH2:47][CH2:46][CH2:45][CH2:44][CH2:43]2)[CH2:39][CH2:38]1. (4) Given the product [CH3:22][O:21][C:6]1[CH:5]=[C:4]([CH:9]=[CH:8][C:7]=1[NH:10][C:11]([NH:13][C:14]1[CH:19]=[N:18][C:17]([CH3:20])=[CH:16][N:15]=1)=[O:12])[C:3]([OH:23])=[O:2], predict the reactants needed to synthesize it. The reactants are: C[O:2][C:3](=[O:23])[C:4]1[CH:9]=[CH:8][C:7]([NH:10][C:11]([NH:13][C:14]2[CH:19]=[N:18][C:17]([CH3:20])=[CH:16][N:15]=2)=[O:12])=[C:6]([O:21][CH3:22])[CH:5]=1.CO.O.[OH-].[Li+]. (5) Given the product [S:2]([OH:5])(=[O:4])(=[O:3])[CH3:1].[F:6][C:7]1[CH:8]=[C:9]2[C:14](=[CH:15][C:16]=1[N:17]1[CH2:22][CH2:21][NH:20][CH2:19][CH2:18]1)[N:13]1[C@H:23]([CH3:25])[S:24][C:12]1=[C:11]([C:26]([OH:28])=[O:27])[C:10]2=[O:29], predict the reactants needed to synthesize it. The reactants are: [CH3:1][S:2]([OH:5])(=[O:4])=[O:3].[F:6][C:7]1[CH:8]=[C:9]2[C:14](=[CH:15][C:16]=1[N:17]1[CH2:22][CH2:21][NH:20][CH2:19][CH2:18]1)[N:13]1[C@H:23]([CH3:25])[S:24][C:12]1=[C:11]([C:26]([OH:28])=[O:27])[C:10]2=[O:29]. (6) Given the product [CH3:1][S:2]([O:6][CH2:7][CH2:8][O:9][CH2:10][CH2:11][O:12][C:13]1[CH:14]=[CH:15][C:16]([C:17]#[N:18])=[CH:19][CH:20]=1)(=[O:4])=[O:3], predict the reactants needed to synthesize it. The reactants are: [CH3:1][S:2](Cl)(=[O:4])=[O:3].[OH:6][CH2:7][CH2:8][O:9][CH2:10][CH2:11][O:12][C:13]1[CH:20]=[CH:19][C:16]([C:17]#[N:18])=[CH:15][CH:14]=1.C(N(CC)CC)C.